Dataset: Forward reaction prediction with 1.9M reactions from USPTO patents (1976-2016). Task: Predict the product of the given reaction. (1) Given the reactants [CH2:1]([OH:13])[CH2:2][CH2:3][CH2:4][CH2:5][CH2:6][CH2:7][CH2:8][CH2:9][CH2:10][CH2:11][CH3:12].C(N(CC)CC)C.C(Cl)Cl.[CH3:24][C:25]1[CH:38]=[C:37]2[C:28]([S:29][C:30]3[CH:31]=[C:32]([C:40](Cl)=[O:41])[CH:33]=[CH:34][C:35]=3[C:36]2=[O:39])=[CH:27][CH:26]=1, predict the reaction product. The product is: [CH2:1]([O:13][C:40]([C:32]1[CH:33]=[CH:34][C:35]2[C:36](=[O:39])[C:37]3[C:28]([S:29][C:30]=2[CH:31]=1)=[CH:27][CH:26]=[C:25]([CH3:24])[CH:38]=3)=[O:41])[CH2:2][CH2:3][CH2:4][CH2:5][CH2:6][CH2:7][CH2:8][CH2:9][CH2:10][CH2:11][CH3:12]. (2) Given the reactants [Cl:1][C:2]1[CH:3]=[C:4]([C:30]2[CH2:31][CH2:32][C:33](=[O:36])[NH:34][N:35]=2)[CH:5]=[CH:6][C:7]=1[O:8][CH2:9][C:10]([N:12]1[CH2:17][CH2:16][CH:15]([NH:18][CH2:19][C@H:20]([OH:29])[CH2:21][O:22][C:23]2[CH:28]=[CH:27][CH:26]=[CH:25][CH:24]=2)[CH2:14][CH2:13]1)=[O:11].[CH3:37]C1C=CC=CC=1O, predict the reaction product. The product is: [Cl:1][C:2]1[CH:3]=[C:4]([C:30]2[CH2:31][CH2:32][C:33](=[O:36])[NH:34][N:35]=2)[CH:5]=[CH:6][C:7]=1[O:8][CH2:9][C:10]([N:12]1[CH2:13][CH2:14][CH:15]([NH:18][CH2:19][CH:20]([OH:29])[CH2:21][O:22][C:23]2[CH:24]=[CH:25][CH:26]=[CH:27][C:28]=2[CH3:37])[CH2:16][CH2:17]1)=[O:11]. (3) Given the reactants [C:1]([O:5][C:6]([CH:8]1[NH:13][CH2:12][C:11]2S[C:15]([C:17]([O-:19])=O)=[N:16][C:10]=2[CH2:9]1)=[O:7])([CH3:4])([CH3:3])[CH3:2].[Li+].Cl.[Cl:22][C:23]1[CH:24]=[CH:25][C:26]2[CH:30]=[C:29]([S:31]([N:34]3[CH2:39][CH2:38][NH:37][CH2:36][CH2:35]3)(=[O:33])=[O:32])[S:28][C:27]=2[CH:40]=1.O.[OH:42]N1C2C=CC=CC=2N=N1.CN(C)CCCN=C=NCC, predict the reaction product. The product is: [C:1]([O:5][C:6]([CH:8]1[NH:13][CH2:12][C:11]2[O:42][C:15]([C:17]([N:37]3[CH2:38][CH2:39][N:34]([S:31]([C:29]4[S:28][C:27]5[CH:40]=[C:23]([Cl:22])[CH:24]=[CH:25][C:26]=5[CH:30]=4)(=[O:33])=[O:32])[CH2:35][CH2:36]3)=[O:19])=[N:16][C:10]=2[CH2:9]1)=[O:7])([CH3:2])([CH3:3])[CH3:4]. (4) Given the reactants [CH3:1][NH:2][S:3]([CH2:6][CH2:7][C:8]1[CH:13]=[CH:12][C:11]([NH2:14])=[C:10]([C:15]2[CH2:20][CH2:19][CH2:18][CH2:17][CH:16]=2)[CH:9]=1)(=[O:5])=[O:4].C1CN([P+](Br)(N2CCCC2)N2CCCC2)CC1.F[P-](F)(F)(F)(F)F.[K+].[C:46]([C:48]1[N:49]=[C:50]([C:61]([O-])=[O:62])[N:51]([CH2:53][O:54][CH2:55][CH2:56][Si:57]([CH3:60])([CH3:59])[CH3:58])[CH:52]=1)#[N:47].CCN(C(C)C)C(C)C, predict the reaction product. The product is: [C:15]1([C:10]2[CH:9]=[C:8]([CH2:7][CH2:6][S:3](=[O:4])(=[O:5])[NH:2][CH3:1])[CH:13]=[CH:12][C:11]=2[NH:14][C:61]([C:50]2[N:51]([CH2:53][O:54][CH2:55][CH2:56][Si:57]([CH3:60])([CH3:59])[CH3:58])[CH:52]=[C:48]([C:46]#[N:47])[N:49]=2)=[O:62])[CH2:20][CH2:19][CH2:18][CH2:17][CH:16]=1. (5) Given the reactants [NH:1]([C:3]1[S:4][C:5]([C:9]([O:11][CH2:12][CH3:13])=[O:10])=[C:6]([CH3:8])[N:7]=1)[NH2:2].Cl.[N:15]([O-])=O.[Na+], predict the reaction product. The product is: [N:1]([C:3]1[S:4][C:5]([C:9]([O:11][CH2:12][CH3:13])=[O:10])=[C:6]([CH3:8])[N:7]=1)=[N+:2]=[N-:15]. (6) Given the reactants [CH3:1][O:2][CH:3]([C:20]1[CH:25]=[CH:24][CH:23]=[CH:22][CH:21]=1)[CH:4]1[CH2:9][CH2:8][N:7]([C:10]2[CH:19]=[CH:18][C:13]([C:14]([NH:16][NH2:17])=[O:15])=[CH:12][CH:11]=2)[CH2:6][CH2:5]1.[CH3:26][O:27][C:28]([C:30]1[CH:38]=[CH:37][C:33]([C:34](Cl)=[O:35])=[CH:32][CH:31]=1)=[O:29].O, predict the reaction product. The product is: [CH3:1][O:2][CH:3]([C:20]1[CH:21]=[CH:22][CH:23]=[CH:24][CH:25]=1)[CH:4]1[CH2:9][CH2:8][N:7]([C:10]2[CH:19]=[CH:18][C:13]([C:14]([NH:16][NH:17][C:34]([C:33]3[CH:37]=[CH:38][C:30]([C:28]([O:27][CH3:26])=[O:29])=[CH:31][CH:32]=3)=[O:35])=[O:15])=[CH:12][CH:11]=2)[CH2:6][CH2:5]1. (7) The product is: [F:13][C:12]([F:15])([F:14])[C:9]1[CH:10]=[C:11]2[C:6]([CH:5]=[CH:4][N:3]=[C:2]2[NH:16][CH2:17][C:18]([NH:20][CH:21]2[CH2:24][N:23]([C:25]([O:27][C:28]([CH3:31])([CH3:30])[CH3:29])=[O:26])[CH2:22]2)=[O:19])=[CH:7][CH:8]=1. Given the reactants Cl[C:2]1[C:11]2[C:6](=[CH:7][CH:8]=[C:9]([C:12]([F:15])([F:14])[F:13])[CH:10]=2)[CH:5]=[CH:4][N:3]=1.[NH2:16][CH2:17][C:18]([NH:20][CH:21]1[CH2:24][N:23]([C:25]([O:27][C:28]([CH3:31])([CH3:30])[CH3:29])=[O:26])[CH2:22]1)=[O:19].C([O-])([O-])=O.[Cs+].[Cs+].C1C=CC(P(C2C(C3C(P(C4C=CC=CC=4)C4C=CC=CC=4)=CC=C4C=3C=CC=C4)=C3C(C=CC=C3)=CC=2)C2C=CC=CC=2)=CC=1, predict the reaction product.